Dataset: Reaction yield outcomes from USPTO patents with 853,638 reactions. Task: Predict the reaction yield, written as a fraction of the theoretical maximum amount of product (1.0 means a 100% yield; for example, 0.34 means a 34% yield). (1) The reactants are C(OC([CH2:8][NH:9][C:10]1[N:15]=[C:14]([CH:16]([OH:18])[CH3:17])[CH:13]=[CH:12][CH:11]=1)=O)(C)(C)C.Cl. The catalyst is O1CCOCC1. The product is [CH3:8][NH:9][C:10]1[N:15]=[C:14]([CH:16]([OH:18])[CH3:17])[CH:13]=[CH:12][CH:11]=1. The yield is 0.850. (2) The reactants are [C:1]([O:5][C:6]([N:8]1[CH2:13][CH2:12][C:11](=[C:14]([Br:24])[C:15]2[CH:20]=[CH:19][C:18]([C:21](O)=[O:22])=[CH:17][CH:16]=2)[CH2:10][CH2:9]1)=[O:7])([CH3:4])([CH3:3])[CH3:2].C(OC(Cl)=O)C(C)C.[CH2:33]([NH:35][CH2:36][CH3:37])[CH3:34]. The catalyst is ClCCl. The product is [C:1]([O:5][C:6]([N:8]1[CH2:13][CH2:12][C:11](=[C:14]([Br:24])[C:15]2[CH:16]=[CH:17][C:18]([C:21](=[O:22])[N:35]([CH2:36][CH3:37])[CH2:33][CH3:34])=[CH:19][CH:20]=2)[CH2:10][CH2:9]1)=[O:7])([CH3:2])([CH3:3])[CH3:4]. The yield is 0.730.